This data is from NCI-60 drug combinations with 297,098 pairs across 59 cell lines. The task is: Regression. Given two drug SMILES strings and cell line genomic features, predict the synergy score measuring deviation from expected non-interaction effect. (1) Drug 1: CC1CCC2CC(C(=CC=CC=CC(CC(C(=O)C(C(C(=CC(C(=O)CC(OC(=O)C3CCCCN3C(=O)C(=O)C1(O2)O)C(C)CC4CCC(C(C4)OC)O)C)C)O)OC)C)C)C)OC. Drug 2: CNC(=O)C1=NC=CC(=C1)OC2=CC=C(C=C2)NC(=O)NC3=CC(=C(C=C3)Cl)C(F)(F)F. Cell line: UO-31. Synergy scores: CSS=4.93, Synergy_ZIP=-3.29, Synergy_Bliss=-5.97, Synergy_Loewe=-20.7, Synergy_HSA=-5.20. (2) Drug 1: CC12CCC3C(C1CCC2=O)CC(=C)C4=CC(=O)C=CC34C. Cell line: SK-MEL-5. Synergy scores: CSS=41.8, Synergy_ZIP=0.842, Synergy_Bliss=4.05, Synergy_Loewe=-1.90, Synergy_HSA=1.07. Drug 2: C1C(C(OC1N2C=NC(=NC2=O)N)CO)O. (3) Drug 1: C1CN1C2=NC(=NC(=N2)N3CC3)N4CC4. Drug 2: C1CC(=O)NC(=O)C1N2CC3=C(C2=O)C=CC=C3N. Cell line: CAKI-1. Synergy scores: CSS=21.9, Synergy_ZIP=0.362, Synergy_Bliss=-0.0335, Synergy_Loewe=-8.36, Synergy_HSA=-1.69. (4) Drug 1: C1=CC(=CC=C1C#N)C(C2=CC=C(C=C2)C#N)N3C=NC=N3. Drug 2: CCCCC(=O)OCC(=O)C1(CC(C2=C(C1)C(=C3C(=C2O)C(=O)C4=C(C3=O)C=CC=C4OC)O)OC5CC(C(C(O5)C)O)NC(=O)C(F)(F)F)O. Cell line: OVCAR-5. Synergy scores: CSS=35.6, Synergy_ZIP=-0.411, Synergy_Bliss=-3.08, Synergy_Loewe=-4.82, Synergy_HSA=-3.33.